Dataset: Reaction yield outcomes from USPTO patents with 853,638 reactions. Task: Predict the reaction yield, written as a fraction of the theoretical maximum amount of product (1.0 means a 100% yield; for example, 0.34 means a 34% yield). The reactants are [Cl:1][C:2]1[CH:7]=[CH:6][C:5]([OH:8])=[CH:4][C:3]=1[F:9].C(=O)([O-])[O-].[K+].[K+].[I-].[K+].Br[CH2:19][CH2:20][O:21][Si:22]([C:25]([CH3:28])([CH3:27])[CH3:26])([CH3:24])[CH3:23]. The yield is 0.690. The product is [C:25]([Si:22]([O:21][CH2:20][CH2:19][O:8][C:5]1[CH:6]=[CH:7][C:2]([Cl:1])=[C:3]([F:9])[CH:4]=1)([CH3:24])[CH3:23])([CH3:28])([CH3:27])[CH3:26]. The catalyst is CN(C)C=O.C(OCC)C.